Dataset: M1 muscarinic receptor agonist screen with 61,833 compounds. Task: Binary Classification. Given a drug SMILES string, predict its activity (active/inactive) in a high-throughput screening assay against a specified biological target. (1) The molecule is S(CC(=O)Nc1c(ccc(c1)C(OC)=O)C(OC)=O)c1nc(c2occc2)cc(n1)C(F)(F)F. The result is 0 (inactive). (2) The compound is Fc1ccc(CN2C(CC(OCCC)=O)C(=O)NCC2)cc1. The result is 0 (inactive). (3) The molecule is O(c1c(NC(=O)c2cc(OC)c(OC)c(OC)c2)cc(OC)c(NC(=O)c2occc2)c1)C. The result is 1 (active). (4) The molecule is o1c2c(N3CCN(CC3)c3c(OC)cccc3)ncnc2c2c1cccc2. The result is 1 (active). (5) The drug is S(c1n(c(nn1)C1CC1)C)CC(=O)N1CCc2c1cccc2. The result is 0 (inactive). (6) The compound is s1c(CN2CC34OC(C(C3C2=O)C(OCCCC)=O)C=C4)ccc1. The result is 0 (inactive). (7) The compound is O1c2c(OC1)ccc(c2)C(=O)Nc1cc(NC(=O)CCC)ccc1. The result is 0 (inactive).